This data is from Full USPTO retrosynthesis dataset with 1.9M reactions from patents (1976-2016). The task is: Predict the reactants needed to synthesize the given product. (1) Given the product [CH3:1][N:2]1[C:10](=[O:11])[N:9]([C:38]([N:33]2[CH2:37][CH2:36][CH2:35][CH2:34]2)=[O:39])[C:8]2[C:3]1=[N:4][C:5](/[CH:12]=[CH:13]/[C:14]1[CH:19]=[CH:18][CH:17]=[CH:16][CH:15]=1)=[N:6][CH:7]=2, predict the reactants needed to synthesize it. The reactants are: [CH3:1][N:2]1[C:10](=[O:11])[NH:9][C:8]2[C:3]1=[N:4][C:5](/[CH:12]=[CH:13]/[C:14]1[CH:19]=[CH:18][CH:17]=[CH:16][CH:15]=1)=[N:6][CH:7]=2.N12CCN(CC1)CC2.CN(C)C=O.[N:33]1([C:38](Cl)=[O:39])[CH2:37][CH2:36][CH2:35][CH2:34]1. (2) Given the product [Cl:1][C:2]1[C:7]([C:8]([F:9])([F:10])[F:11])=[CH:6][C:5]2[N:12]=[C:13]([C:14]3[CH:15]=[CH:16][N:17]=[CH:18][CH:19]=3)[O:21][C:4]=2[CH:3]=1, predict the reactants needed to synthesize it. The reactants are: [Cl:1][C:2]1[C:7]([C:8]([F:11])([F:10])[F:9])=[CH:6][C:5]([NH:12][C:13](=O)[C:14]2[CH:19]=[CH:18][N:17]=[CH:16][CH:15]=2)=[C:4]([OH:21])[CH:3]=1.O1CCCC1.C1(P(C2C=CC=CC=2)C2C=CC=CC=2)C=CC=CC=1.N(C(OCC)=O)=NC(OCC)=O. (3) Given the product [CH3:1][N:2]1[C:6]([C:7]2[CH:8]=[C:9]([CH:10]=[CH:11][CH:12]=2)[NH2:13])=[CH:5][N:4]=[C:3]1[CH3:16], predict the reactants needed to synthesize it. The reactants are: [CH3:1][N:2]1[C:6]([C:7]2[CH:8]=[C:9]([N+:13]([O-])=O)[CH:10]=[CH:11][CH:12]=2)=[CH:5][N:4]=[C:3]1[CH3:16]. (4) Given the product [OH:12][C@H:7]([C:8]([OH:10])=[O:9])[C@@H:3]([C:4]([OH:6])=[O:5])[NH2:2], predict the reactants needed to synthesize it. The reactants are: Cl.[NH2:2][C@@H:3]([C@H:7]([OH:12])[C:8]([O:10]C)=[O:9])[C:4]([OH:6])=[O:5].CCN(C(C)C)C(C)C.C(O)(=O)C.C(#N)C. (5) Given the product [CH2:21]([NH:28][C:29]([O:14][C:10]1[CH:9]=[C:8]([C:7]2[CH:6]=[CH:5][C:4]([CH:15]([CH3:20])[C:16]([O:18][CH3:19])=[O:17])=[CH:3][C:2]=2[F:1])[CH:13]=[CH:12][CH:11]=1)=[O:30])[C:22]1[CH:27]=[CH:26][CH:25]=[CH:24][CH:23]=1, predict the reactants needed to synthesize it. The reactants are: [F:1][C:2]1[CH:3]=[C:4]([CH:15]([CH3:20])[C:16]([O:18][CH3:19])=[O:17])[CH:5]=[CH:6][C:7]=1[C:8]1[CH:13]=[CH:12][CH:11]=[C:10]([OH:14])[CH:9]=1.[CH2:21]([N:28]=[C:29]=[O:30])[C:22]1[CH:27]=[CH:26][CH:25]=[CH:24][CH:23]=1. (6) The reactants are: [Cl:1][C:2]1[N:3]=[CH:4][C:5]2[CH:6]=[CH:7][CH:8]=[C:9]([C:12]([OH:14])=[O:13])[C:10]=2[CH:11]=1.S(Cl)(Cl)=O.[CH3:19]O. Given the product [Cl:1][C:2]1[N:3]=[CH:4][C:5]2[CH:6]=[CH:7][CH:8]=[C:9]([C:12]([O:14][CH3:19])=[O:13])[C:10]=2[CH:11]=1, predict the reactants needed to synthesize it.